This data is from Reaction yield outcomes from USPTO patents with 853,638 reactions. The task is: Predict the reaction yield, written as a fraction of the theoretical maximum amount of product (1.0 means a 100% yield; for example, 0.34 means a 34% yield). (1) The reactants are [O:1]=[C:2]1[C:11]2[CH:10]=[CH:9][CH:8]=[C:7]3[NH:12][CH:13]([C:21]4[CH:28]=[CH:27][C:24]([CH:25]=O)=[CH:23][CH:22]=4)[CH:14]([C:15]4[CH:20]=[CH:19][CH:18]=[CH:17][CH:16]=4)[C:5]([C:6]=23)=[N:4][NH:3]1.C(O)(=O)C.[CH2:33]([N:35]1[CH2:40][CH2:39][NH:38][CH2:37][CH2:36]1)[CH3:34].[BH-](OC(C)=O)(OC(C)=O)OC(C)=O.[Na+]. The catalyst is ClCCl. The product is [CH2:33]([N:35]1[CH2:40][CH2:39][N:38]([CH2:25][C:24]2[CH:23]=[CH:22][C:21]([CH:13]3[NH:12][C:7]4[C:6]5[C:5](=[N:4][NH:3][C:2](=[O:1])[C:11]=5[CH:10]=[CH:9][CH:8]=4)[CH:14]3[C:15]3[CH:20]=[CH:19][CH:18]=[CH:17][CH:16]=3)=[CH:28][CH:27]=2)[CH2:37][CH2:36]1)[CH3:34]. The yield is 0.470. (2) The reactants are [N:1]1[C:8]([Cl:9])=[N:7][C:5](Cl)=[N:4][C:2]=1[Cl:3].[CH3:10][CH:11]1[CH2:16][O:15][CH2:14][CH:13]([CH3:17])[NH:12]1. No catalyst specified. The product is [Cl:9][C:8]1[N:1]=[C:2]([Cl:3])[N:4]=[C:5]([N:12]2[CH:13]([CH3:17])[CH2:14][O:15][CH2:16][CH:11]2[CH3:10])[N:7]=1. The yield is 0.350. (3) The yield is 0.280. The product is [F:36][C:33]1[CH:32]=[CH:31][C:30]([N:27]2[CH2:26][CH2:25][N:24]([C:22]([O:9][CH2:8][C@@H:4]3[O:5][CH2:6][CH2:7][N:2]([CH3:1])[CH2:3]3)=[O:21])[CH2:29][CH2:28]2)=[CH:35][CH:34]=1. The catalyst is C1COCC1. The reactants are [CH3:1][N:2]1[CH2:7][CH2:6][O:5][C@@H:4]([CH2:8][OH:9])[CH2:3]1.[H-].[Na+].[N+](C1C=CC([O:21][C:22]([N:24]2[CH2:29][CH2:28][N:27]([C:30]3[CH:35]=[CH:34][C:33]([F:36])=[CH:32][CH:31]=3)[CH2:26][CH2:25]2)=O)=CC=1)([O-])=O. (4) The reactants are [OH:1][C@@H:2]1[C@H:7]2[NH:8][C:9](=[O:11])[O:10][C@H:6]2[CH2:5][C@H:4]([CH2:12][OH:13])[C@H:3]1[OH:14].N1C=CN=C1.[CH3:20][C:21]([Si:24](Cl)([CH3:26])[CH3:25])([CH3:23])[CH3:22]. The catalyst is CN(C=O)C.O. The product is [Si:24]([O:13][CH2:12][C@@H:4]1[C@@H:3]([OH:14])[C@H:2]([OH:1])[C@H:7]2[NH:8][C:9](=[O:11])[O:10][C@H:6]2[CH2:5]1)([C:21]([CH3:23])([CH3:22])[CH3:20])([CH3:26])[CH3:25]. The yield is 0.740. (5) The reactants are [F:1][C:2]1([F:10])[CH2:7][CH2:6][CH:5]([CH2:8][OH:9])[CH2:4][CH2:3]1.[H-].[Na+].F[C:14]1[CH:19]=[CH:18][C:17]([S:20]([CH3:23])(=[O:22])=[O:21])=[CH:16][C:15]=1[C:24]1[C:32]2[C:27](=[C:28]([O:33][CH3:34])[N:29]=[CH:30][CH:31]=2)[N:26]([CH3:35])[CH:25]=1. The catalyst is O1CCCC1. The product is [F:1][C:2]1([F:10])[CH2:7][CH2:6][CH:5]([CH2:8][O:9][C:14]2[CH:19]=[CH:18][C:17]([S:20]([CH3:23])(=[O:22])=[O:21])=[CH:16][C:15]=2[C:24]2[C:32]3[C:27](=[C:28]([O:33][CH3:34])[N:29]=[CH:30][CH:31]=3)[N:26]([CH3:35])[CH:25]=2)[CH2:4][CH2:3]1. The yield is 0.830. (6) The reactants are NC1C=C(N2CCN([C:16](=[O:18])[CH3:17])CC2)C=C(C)C=1N.[NH2:19][C:20]1[C:25]([N+:26]([O-:28])=[O:27])=[CH:24][C:23]([N:29]2[CH2:34][CH2:33][N:32]([C:35](=O)C)CC2)=[CH:22][C:21]=1[CH3:38].CO.[H][H]. The catalyst is [Pd].C(O)(=O)C. The product is [N:29]1([C:23]2[CH:24]=[C:25]([N+:26]([O-:28])=[O:27])[C:20]([NH:19][C:16](=[O:18])[CH3:17])=[C:21]([CH3:38])[CH:22]=2)[CH:34]=[CH:33][N:32]=[CH:35]1. The yield is 1.00. (7) The reactants are [CH3:1][C:2]1[C:3]([C@H:8]2[CH2:13][CH2:12][CH2:11][C@@H:10]([C:14]3[C:19]([CH3:20])=[CH:18][CH:17]=[CH:16][N:15]=3)[NH:9]2)=[N:4][CH:5]=[CH:6][CH:7]=1.[CH2:21]([N:28]1[CH2:32][C:31]([CH2:33][CH2:34]OS(C)(=O)=O)=[CH:30][NH:29]1)[C:22]1[CH:27]=[CH:26][CH:25]=[CH:24][CH:23]=1.CC1(C)CCCC(C)(C)N1. The catalyst is CC#N. The product is [CH2:21]([N:28]1[CH2:32][C:31]([CH2:33][CH2:34][N:9]2[C@H:8]([C:3]3[C:2]([CH3:1])=[CH:7][CH:6]=[CH:5][N:4]=3)[CH2:13][CH2:12][CH2:11][C@@H:10]2[C:14]2[C:19]([CH3:20])=[CH:18][CH:17]=[CH:16][N:15]=2)=[CH:30][NH:29]1)[C:22]1[CH:27]=[CH:26][CH:25]=[CH:24][CH:23]=1. The yield is 0.930.